From a dataset of Forward reaction prediction with 1.9M reactions from USPTO patents (1976-2016). Predict the product of the given reaction. (1) Given the reactants Cl.[Cl:2][C:3]1[CH:8]=[CH:7][CH:6]=[CH:5][C:4]=1[NH:9][NH2:10].[OH:11][C:12]1[CH:19]=[C:18]([OH:20])[CH:17]=[CH:16][C:13]=1[CH:14]=O, predict the reaction product. The product is: [Cl:2][C:3]1[CH:8]=[CH:7][CH:6]=[CH:5][C:4]=1[NH:9][N:10]=[CH:14][C:13]1[CH:16]=[CH:17][C:18]([OH:20])=[CH:19][C:12]=1[OH:11]. (2) Given the reactants C([O:4][C@@H:5]1[CH2:9][C@H:8]([C:10]2[N:14]3[C:15]4[CH:21]=[CH:20][N:19](S(C5C=CC(C)=CC=5)(=O)=O)[C:16]=4[N:17]=[CH:18][C:13]3=[C:12]([Br:32])[N:11]=2)[N:7]([C:33](=[O:35])[CH3:34])[CH2:6]1)(=O)C.[OH-].[Na+], predict the reaction product. The product is: [Br:32][C:12]1[N:11]=[C:10]([C@H:8]2[CH2:9][C@@H:5]([OH:4])[CH2:6][N:7]2[C:33](=[O:35])[CH3:34])[N:14]2[C:15]3[CH:21]=[CH:20][NH:19][C:16]=3[N:17]=[CH:18][C:13]=12. (3) Given the reactants Cl.[NH2:2][CH2:3][CH2:4][N:5]1[C:9](=[O:10])[C:8](=[CH:11][C:12]2[CH:13]=[C:14]3[C:18](=[CH:19][CH:20]=2)[N:17]([CH2:21][C:22]2[CH:27]=[CH:26][C:25]([Cl:28])=[CH:24][C:23]=2[C:29]([F:32])([F:31])[F:30])[N:16]=[CH:15]3)[S:7][C:6]1=[O:33].C(N(CC)CC)C.[S:41](O[S:41]([C:44]([F:47])([F:46])[F:45])(=[O:43])=[O:42])([C:44]([F:47])([F:46])[F:45])(=[O:43])=[O:42], predict the reaction product. The product is: [Cl:28][C:25]1[CH:26]=[CH:27][C:22]([CH2:21][N:17]2[C:18]3[C:14](=[CH:13][C:12](/[CH:11]=[C:8]4/[C:9](=[O:10])[N:5]([CH2:4][CH2:3][NH:2][S:41]([C:44]([F:47])([F:46])[F:45])(=[O:43])=[O:42])[C:6](=[O:33])[S:7]/4)=[CH:20][CH:19]=3)[CH:15]=[N:16]2)=[C:23]([C:29]([F:31])([F:30])[F:32])[CH:24]=1. (4) Given the reactants [NH:1]1[C:6]2[CH:7]=[CH:8][CH:9]=[CH:10][C:5]=2[C:4](=O)[O:3][C:2]1=O.[Br:13][C:14]1[C:15]([CH3:21])=[C:16]([CH:18]=[CH:19][CH:20]=1)[NH2:17].COC(OC)OC, predict the reaction product. The product is: [Br:13][C:14]1[C:15]([CH3:21])=[C:16]([N:17]2[C:4](=[O:3])[C:5]3[C:6](=[CH:7][CH:8]=[CH:9][CH:10]=3)[N:1]=[CH:2]2)[CH:18]=[CH:19][CH:20]=1. (5) Given the reactants C(OC([N:8]1[CH2:13][CH2:12][N:11]([CH:14]([C:17]2[N:26]([CH2:27][C:28]3[CH:33]=[CH:32][CH:31]=[CH:30][CH:29]=3)[C:25](=[O:34])[C:24]3[C:19](=[CH:20][C:21]([Cl:35])=[CH:22][CH:23]=3)[N:18]=2)[CH2:15][CH3:16])[CH:10]([C:36]2[CH:41]=[CH:40][C:39]([CH3:42])=[CH:38][CH:37]=2)[CH2:9]1)=O)(C)(C)C.C1(C)C=CC=CC=1, predict the reaction product. The product is: [CH2:27]([N:26]1[C:25](=[O:34])[C:24]2[C:19](=[CH:20][C:21]([Cl:35])=[CH:22][CH:23]=2)[N:18]=[C:17]1[CH:14]([N:11]1[CH2:12][CH2:13][NH:8][CH2:9][CH:10]1[C:36]1[CH:41]=[CH:40][C:39]([CH3:42])=[CH:38][CH:37]=1)[CH2:15][CH3:16])[C:28]1[CH:29]=[CH:30][CH:31]=[CH:32][CH:33]=1. (6) Given the reactants Cl[C:2]1[CH:3]=[C:4]([C:20]([F:23])([F:22])[F:21])[C:5]2[CH:6]=[CH:7][C:8]3[N:9]([CH:12]=[C:13]([C:15]4[O:16][CH:17]=[N:18][N:19]=4)[N:14]=3)[C:10]=2[N:11]=1.[S:24]1[CH:28]=[CH:27][C:26](B(O)O)=[CH:25]1.C([O-])([O-])=O.[Na+].[Na+], predict the reaction product. The product is: [S:24]1[CH:28]=[CH:27][C:26]([C:2]2[CH:3]=[C:4]([C:20]([F:23])([F:22])[F:21])[C:5]3[CH:6]=[CH:7][C:8]4[N:9]([CH:12]=[C:13]([C:15]5[O:16][CH:17]=[N:18][N:19]=5)[N:14]=4)[C:10]=3[N:11]=2)=[CH:25]1.